This data is from Peptide-MHC class I binding affinity with 185,985 pairs from IEDB/IMGT. The task is: Regression. Given a peptide amino acid sequence and an MHC pseudo amino acid sequence, predict their binding affinity value. This is MHC class I binding data. (1) The peptide sequence is RQRHYFDSA. The MHC is HLA-A02:16 with pseudo-sequence HLA-A02:16. The binding affinity (normalized) is 0.0847. (2) The peptide sequence is VHAVYDSML. The MHC is HLA-B39:01 with pseudo-sequence HLA-B39:01. The binding affinity (normalized) is 0.477. (3) The peptide sequence is HSNLNDATY. The MHC is HLA-B08:01 with pseudo-sequence HLA-B08:01. The binding affinity (normalized) is 0.0847. (4) The peptide sequence is FTFWTFANY. The MHC is SLA-20401 with pseudo-sequence SLA-20401. The binding affinity (normalized) is 0.505. (5) The peptide sequence is SIPITAAAWY. The MHC is HLA-A26:01 with pseudo-sequence HLA-A26:01. The binding affinity (normalized) is 0.444. (6) The peptide sequence is ILMDNKGLGV. The MHC is HLA-A02:01 with pseudo-sequence HLA-A02:01. The binding affinity (normalized) is 0.974.